The task is: Predict the reactants needed to synthesize the given product.. This data is from Full USPTO retrosynthesis dataset with 1.9M reactions from patents (1976-2016). (1) Given the product [C:1]([N:4]1[CH2:10][C:9]2[CH:11]=[CH:12][C:13]([C:15]([NH:23][OH:21])=[O:16])=[CH:14][C:8]=2[O:7][CH2:6][C:5]1([CH3:20])[CH3:19])(=[O:3])[CH3:2], predict the reactants needed to synthesize it. The reactants are: [C:1]([N:4]1[CH2:10][C:9]2[CH:11]=[CH:12][C:13]([C:15](OC)=[O:16])=[CH:14][C:8]=2[O:7][CH2:6][C:5]1([CH3:20])[CH3:19])(=[O:3])[CH3:2].[OH-:21].[Na+].[NH2:23]O. (2) Given the product [C:9]([C:6]1[CH:7]=[C:2]([Cl:1])[C:3]([NH2:16])=[CH:4][C:5]=1[OH:8])([CH3:12])([CH3:11])[CH3:10], predict the reactants needed to synthesize it. The reactants are: [Cl:1][C:2]1[CH:7]=[CH:6][C:5]([OH:8])=[CH:4][CH:3]=1.[C:9](O)([CH3:12])([CH3:11])[CH3:10].CC#[N:16]. (3) Given the product [CH3:2][C:3]1[S:4][C:5]2[CH:11]=[CH:10][C:9]([O:12][CH2:13][C@@H:14]([OH:22])[CH2:15][N:16]3[CH2:17][CH2:18][N:19]([CH2:31][C:32]4[CH:36]=[C:35]([C:37]5[CH:38]=[CH:39][C:40]([C:43]([F:45])([F:44])[F:46])=[CH:41][CH:42]=5)[O:34][N:33]=4)[CH2:20][CH2:21]3)=[CH:8][C:6]=2[N:7]=1, predict the reactants needed to synthesize it. The reactants are: Cl.[CH3:2][C:3]1[S:4][C:5]2[CH:11]=[CH:10][C:9]([O:12][CH2:13][C@@H:14]([OH:22])[CH2:15][N:16]3[CH2:21][CH2:20][NH:19][CH2:18][CH2:17]3)=[CH:8][C:6]=2[N:7]=1.C(N(CC)CC)C.Cl[CH2:31][C:32]1[CH:36]=[C:35]([C:37]2[CH:42]=[CH:41][C:40]([C:43]([F:46])([F:45])[F:44])=[CH:39][CH:38]=2)[O:34][N:33]=1.